From a dataset of Full USPTO retrosynthesis dataset with 1.9M reactions from patents (1976-2016). Predict the reactants needed to synthesize the given product. (1) Given the product [CH3:35][O:36][C:37]1[CH:38]=[C:39]2[C:44](=[CH:45][C:46]=1[O:47][CH3:48])[CH2:43][N:42]([CH2:11][CH:12]([C:13]([CH2:14][Si:15]([CH3:16])([CH3:18])[CH3:17])=[CH2:19])[CH2:20][CH:21]([CH3:22])[CH3:23])[CH2:41][CH2:40]2, predict the reactants needed to synthesize it. The reactants are: S([CH2:11][CH:12]([CH2:20][CH:21]([CH3:23])[CH3:22])[C:13](=[CH2:19])[CH2:14][Si:15]([CH3:18])([CH3:17])[CH3:16])(C1C=CC(C)=CC=1)(=O)=O.C([O-])([O-])=O.[Na+].[Na+].CN(C=O)C.[CH3:35][O:36][C:37]1[CH:38]=[C:39]2[C:44](=[CH:45][C:46]=1[O:47][CH3:48])[CH2:43][NH:42][CH2:41][CH2:40]2. (2) Given the product [NH2:8][C:16]1[CH2:22][C:21]([C:23]([N:24]([CH2:28][C:29]([NH2:31])=[O:30])[CH2:25][CH2:26][CH3:27])=[O:32])=[CH:20][C:19]2[CH:33]=[C:34]([C:37]3[CH:42]=[CH:41][C:40]([C:43]([N:45]4[CH2:49][CH2:48][CH2:47][CH2:46]4)=[O:44])=[CH:39][C:38]=3[Cl:50])[CH:35]=[CH:36][C:18]=2[N:17]=1, predict the reactants needed to synthesize it. The reactants are: C(OC([N:8]([C:16]1[CH2:22][C:21]([C:23](=[O:32])[N:24]([CH2:28][C:29]([NH2:31])=[O:30])[CH2:25][CH2:26][CH3:27])=[CH:20][C:19]2[CH:33]=[C:34]([C:37]3[CH:42]=[CH:41][C:40]([C:43]([N:45]4[CH2:49][CH2:48][CH2:47][CH2:46]4)=[O:44])=[CH:39][C:38]=3[Cl:50])[CH:35]=[CH:36][C:18]=2[N:17]=1)C(OC(C)(C)C)=O)=O)(C)(C)C.C(O)(C(F)(F)F)=O. (3) Given the product [NH2:43][C@@H:44]([C:55]([OH:57])=[O:56])[CH2:45][C:46]1[C:54]2[C:49](=[CH:50][CH:51]=[CH:52][CH:53]=2)[NH:48][CH:47]=1.[C:58]([NH:61][C@@H:62]([C:73]([OH:75])=[O:74])[CH2:63][C:64]1[C:72]2[C:67](=[CH:68][CH:69]=[CH:70][CH:71]=2)[NH:66][CH:65]=1)(=[O:60])[CH3:59], predict the reactants needed to synthesize it. The reactants are: CC1(C)S[C@@H]2[C@H](NC([C@H](N)C3C=CC=CC=3)=O)C(=O)N2[C@H]1C(O)=O.CC(S[C@@H]1O[C@H](CO)[C@H](O)[C@H](O)[C@H]1O)C.C([NH:43][CH:44]([C:55]([OH:57])=[O:56])[CH2:45][C:46]1[C:54]2[C:49](=[CH:50][CH:51]=[CH:52][CH:53]=2)[NH:48][CH:47]=1)(=O)C.[C:58]([NH:61][C@H:62]([C:73]([OH:75])=[O:74])[CH2:63][C:64]1[C:72]2[C:67](=[CH:68][CH:69]=[CH:70][CH:71]=2)[NH:66][CH:65]=1)(=[O:60])[CH3:59].